From a dataset of Catalyst prediction with 721,799 reactions and 888 catalyst types from USPTO. Predict which catalyst facilitates the given reaction. (1) Product: [C:1]1([CH:7]([C:40]2[CH:41]=[CH:42][CH:43]=[CH:44][CH:45]=2)[CH2:8][N:9]([CH2:28][C:29]2[CH:34]=[CH:33][CH:32]=[C:31]([C:35]([F:36])([F:37])[F:38])[C:30]=2[Cl:39])[CH2:10][CH2:11][CH2:12][O:13][C:14]2[C:15]([CH3:26])([CH3:27])[CH:16]([CH:20]([CH3:25])[C:21]([OH:23])=[O:22])[CH:17]=[CH:18][CH:19]=2)[CH:6]=[CH:5][CH:4]=[CH:3][CH:2]=1. Reactant: [C:1]1([CH:7]([C:40]2[CH:45]=[CH:44][CH:43]=[CH:42][CH:41]=2)[CH2:8][N:9]([CH2:28][C:29]2[CH:34]=[CH:33][CH:32]=[C:31]([C:35]([F:38])([F:37])[F:36])[C:30]=2[Cl:39])[CH2:10][CH2:11][CH2:12][O:13][C:14]2[C:15]([CH3:27])([CH3:26])[CH:16]([CH:20]([CH3:25])[C:21]([O:23]C)=[O:22])[CH:17]=[CH:18][CH:19]=2)[CH:6]=[CH:5][CH:4]=[CH:3][CH:2]=1.[OH-].[Na+].Cl. The catalyst class is: 24. (2) Reactant: [CH2:1]([O:3][C:4](=[O:10])[CH:5]([NH2:9])[C:6](=[NH:8])[NH2:7])[CH3:2].[CH:11]([C:13]([C:15]([F:18])([F:17])[F:16])=O)=O.C([O-])(=O)C.[Na+]. Product: [CH2:1]([O:3][C:4]([C:5]1[C:6]([NH2:7])=[N:8][C:13]([C:15]([F:18])([F:17])[F:16])=[CH:11][N:9]=1)=[O:10])[CH3:2]. The catalyst class is: 6. (3) Product: [NH2:22][C:12]1[CH:13]=[C:14]([O:17][CH2:18][CH2:19][O:20][CH3:21])[CH:15]=[CH:16][C:11]=1[C:9]([NH:8][C@H:7]([C:25]([O:27][CH3:28])=[O:26])[C@@H:6]([CH3:29])[O:5][C:2]([CH3:3])([CH3:4])[CH3:1])=[O:10]. The catalyst class is: 78. Reactant: [CH3:1][C:2]([O:5][C@H:6]([CH3:29])[C@@H:7]([C:25]([O:27][CH3:28])=[O:26])[NH:8][C:9]([C:11]1[CH:16]=[CH:15][C:14]([O:17][CH2:18][CH2:19][O:20][CH3:21])=[CH:13][C:12]=1[N+:22]([O-])=O)=[O:10])([CH3:4])[CH3:3]. (4) Reactant: [CH3:1][N:2]1[C:11]2[C:6](=[CH:7][C:8]([C:18]#[N:19])=[C:9]([C:12]3[CH:13]=[N:14][N:15]([CH3:17])[CH:16]=3)[CH:10]=2)[N:5]([C:20]2[C:24]3[CH2:25][NH:26][CH2:27][CH2:28][C:23]=3[N:22]([CH:29]3[CH2:34][CH2:33][O:32][CH2:31][CH2:30]3)[N:21]=2)[CH2:4][CH:3]1[CH3:35].C(N(CC)CC)C.[C:43](OC(=O)C)(=[O:45])[CH3:44]. Product: [C:43]([N:26]1[CH2:27][CH2:28][C:23]2[N:22]([CH:29]3[CH2:34][CH2:33][O:32][CH2:31][CH2:30]3)[N:21]=[C:20]([N:5]3[C:6]4[C:11](=[CH:10][C:9]([C:12]5[CH:13]=[N:14][N:15]([CH3:17])[CH:16]=5)=[C:8]([C:18]#[N:19])[CH:7]=4)[N:2]([CH3:1])[CH:3]([CH3:35])[CH2:4]3)[C:24]=2[CH2:25]1)(=[O:45])[CH3:44]. The catalyst class is: 2. (5) The catalyst class is: 496. Product: [CH3:10][O:9][C:7](=[O:8])[C@@H:6]([O:5][C:1]([CH3:3])([CH3:4])[CH3:2])[C:11]1[C:12]([CH3:42])=[CH:13][C:14]2[N:15]([CH:25]=[C:26]([C:28]3[NH:29][C:30]([CH2:31][C:32]4[CH:37]=[CH:36][C:35]([F:38])=[CH:34][CH:33]=4)=[C:39]([Cl:44])[N:40]=3)[N:27]=2)[C:16]=1[N:17]1[CH2:18][CH2:19][C:20]([CH3:24])([CH3:23])[CH2:21][CH2:22]1. Reactant: [C:1]([O:5][C@@H:6]([C:11]1[C:12]([CH3:42])=[CH:13][C:14]2[N:15]([CH:25]=[C:26]([C:28](=O)[NH:29][CH:30]([C:39]#[N:40])[CH2:31][C:32]3[CH:37]=[CH:36][C:35]([F:38])=[CH:34][CH:33]=3)[N:27]=2)[C:16]=1[N:17]1[CH2:22][CH2:21][C:20]([CH3:24])([CH3:23])[CH2:19][CH2:18]1)[C:7]([O:9][CH3:10])=[O:8])([CH3:4])([CH3:3])[CH3:2].C(Cl)(Cl)(Cl)[Cl:44].C1C=CC(P(C2C=CC=CC=2)C2C=CC=CC=2)=CC=1. (6) Reactant: [NH2:1][C:2]1[N:7]=[CH:6][N:5]=[C:4]2[NH:8][N:9]=[CH:10][C:3]=12.[I:11]N1C(=O)CCC1=O.O. Product: [I:11][C:10]1[C:3]2[C:4](=[N:5][CH:6]=[N:7][C:2]=2[NH2:1])[NH:8][N:9]=1. The catalyst class is: 9.